From a dataset of CYP2C19 inhibition data for predicting drug metabolism from PubChem BioAssay. Regression/Classification. Given a drug SMILES string, predict its absorption, distribution, metabolism, or excretion properties. Task type varies by dataset: regression for continuous measurements (e.g., permeability, clearance, half-life) or binary classification for categorical outcomes (e.g., BBB penetration, CYP inhibition). Dataset: cyp2c19_veith. (1) The compound is COc1ccc(NC(=O)CN2C(=O)c3cccc4cccc2c34)c(OC)c1. The result is 1 (inhibitor). (2) The molecule is COc1cccc(CNC(=O)C2CCN(S(=O)(=O)N3CCCCC3)CC2)c1. The result is 0 (non-inhibitor). (3) The drug is O=c1c2ccccc2nc2n1CCc1c-2[nH]c2ccccc12. The result is 0 (non-inhibitor). (4) The compound is COc1ccccc1CNc1ccnc(-c2ccccc2C(F)(F)F)n1. The result is 1 (inhibitor). (5) The molecule is CN(C(=O)Cn1nnc(-c2cccc(C(F)(F)F)c2)n1)C1CCCCC1. The result is 0 (non-inhibitor). (6) The compound is O=C(OCc1nc2ccccc2[nH]1)C12CC3CC(CC(C3)C1)C2. The result is 1 (inhibitor). (7) The drug is O=C(c1ccc(Cl)cc1)N1CCCC(c2ccccc2)=N1. The result is 1 (inhibitor). (8) The molecule is CCOC(=O)c1[nH]c(C)c(C(=O)N2CCC3(CC2)OCCO3)c1C. The result is 1 (inhibitor). (9) The drug is COC(=O)CSc1nc(NC#N)nc(NC(C)C)n1. The result is 0 (non-inhibitor).